This data is from Experimentally validated miRNA-target interactions with 360,000+ pairs, plus equal number of negative samples. The task is: Binary Classification. Given a miRNA mature sequence and a target amino acid sequence, predict their likelihood of interaction. The miRNA is mmu-miR-1188-5p with sequence UGGUGUGAGGUUGGGCCAGGA. The protein sequence of the target gene is MDAVNAFNQELFSLMDMKPPISRAKMILITKAAIKAIKLYKHVVQIVEKFIKKCKPEYKVPGLYVIDSIVRQSRHQFGTDKDVFGPRFSKNITATFQYLYLCPSEDKSKIVRVLNLWQKNGVFKIEIIQPLLDMAAGTSNAAPVAENVTNNEGSPPPPVKVSSEPPTQATPNSVPAVPQLPSSDAFAAVAQLFQTTQGQQLQQILQTFQQPPKPQSPALDNAVMAQVQAITAQLKTTPTQPSEQKAAFPPPEQKTAFDKKLLDRFDYDDEPEAVEESKKEDTTAVTTTAPAAAVPPAPTA.... Result: 0 (no interaction).